Dataset: Catalyst prediction with 721,799 reactions and 888 catalyst types from USPTO. Task: Predict which catalyst facilitates the given reaction. (1) Reactant: C[O:2][C:3]([CH:5]1[CH2:10][CH2:9][CH:8]([C:11]2[CH:16]=[CH:15][C:14]([CH2:17][CH2:18][CH:19]3[CH2:24][CH2:23][CH:22]([CH2:25][CH2:26][CH3:27])[CH2:21][CH2:20]3)=[CH:13][CH:12]=2)[CH2:7][CH2:6]1)=O.COCCO[AlH2-]OCCOC.[Na+].O.Cl. Product: [CH2:25]([CH:22]1[CH2:21][CH2:20][CH:19]([CH2:18][CH2:17][C:14]2[CH:13]=[CH:12][C:11]([C@H:8]3[CH2:9][CH2:10][C@H:5]([CH:3]=[O:2])[CH2:6][CH2:7]3)=[CH:16][CH:15]=2)[CH2:24][CH2:23]1)[CH2:26][CH3:27]. The catalyst class is: 11. (2) Product: [CH2:23]([NH:25][C:2]1[C:3]([CH3:22])=[N:4][C:5]2[C:10]([N:11]=1)=[C:9]([C:12]1[NH:20][C:19]3[CH2:18][CH2:17][NH:16][C:15](=[O:21])[C:14]=3[CH:13]=1)[CH:8]=[CH:7][CH:6]=2)[CH3:24]. The catalyst class is: 16. Reactant: F[C:2]1[C:3]([CH3:22])=[N:4][C:5]2[C:10]([N:11]=1)=[C:9]([C:12]1[NH:20][C:19]3[CH2:18][CH2:17][NH:16][C:15](=[O:21])[C:14]=3[CH:13]=1)[CH:8]=[CH:7][CH:6]=2.[CH2:23]([NH2:25])[CH3:24].O.